Dataset: NCI-60 drug combinations with 297,098 pairs across 59 cell lines. Task: Regression. Given two drug SMILES strings and cell line genomic features, predict the synergy score measuring deviation from expected non-interaction effect. Drug 1: C1CCC(C1)C(CC#N)N2C=C(C=N2)C3=C4C=CNC4=NC=N3. Drug 2: C1=NC2=C(N=C(N=C2N1C3C(C(C(O3)CO)O)O)F)N. Cell line: MCF7. Synergy scores: CSS=2.93, Synergy_ZIP=1.01, Synergy_Bliss=2.46, Synergy_Loewe=-0.588, Synergy_HSA=0.369.